Dataset: Full USPTO retrosynthesis dataset with 1.9M reactions from patents (1976-2016). Task: Predict the reactants needed to synthesize the given product. (1) Given the product [ClH:1].[NH:9]=[C:2]([NH:25][NH:24][C:22](=[O:23])[C:21]1[CH:26]=[CH:27][CH:28]=[CH:29][C:20]=1[O:19][CH2:17][CH3:18])[CH2:3][CH2:4][CH3:5], predict the reactants needed to synthesize it. The reactants are: [ClH:1].[C:2](=[NH:9])(OCC)[CH2:3][CH2:4][CH3:5].C(N(CC)CC)C.[CH2:17]([O:19][C:20]1[CH:29]=[CH:28][CH:27]=[CH:26][C:21]=1[C:22]([NH:24][NH2:25])=[O:23])[CH3:18].C(=N)(OCC)CCC.Cl. (2) Given the product [C:1]([O:5][C:6]([N:8]1[CH2:13][CH2:12][C:11]([C:35]2[CH:40]=[CH:39][C:38]([C:48]3[CH:47]=[CH:46][CH:45]=[C:44]([C:42]#[N:43])[CH:49]=3)=[CH:37][CH:36]=2)([O:14][CH2:15][C:16]2[N:20]([CH2:21][O:22][CH2:23][CH2:24][Si:25]([CH3:28])([CH3:27])[CH3:26])[C:19]3[CH:29]=[C:30]([F:34])[C:31]([F:33])=[CH:32][C:18]=3[N:17]=2)[CH2:10][CH2:9]1)=[O:7])([CH3:4])([CH3:3])[CH3:2], predict the reactants needed to synthesize it. The reactants are: [C:1]([O:5][C:6]([N:8]1[CH2:13][CH2:12][C:11]([C:35]2[CH:40]=[CH:39][C:38](Br)=[CH:37][CH:36]=2)([O:14][CH2:15][C:16]2[N:20]([CH2:21][O:22][CH2:23][CH2:24][Si:25]([CH3:28])([CH3:27])[CH3:26])[C:19]3[CH:29]=[C:30]([F:34])[C:31]([F:33])=[CH:32][C:18]=3[N:17]=2)[CH2:10][CH2:9]1)=[O:7])([CH3:4])([CH3:3])[CH3:2].[C:42]([C:44]1[CH:45]=[C:46](B(O)O)[CH:47]=[CH:48][CH:49]=1)#[N:43].C1(C)C=CC=CC=1.C([O-])([O-])=O.[Na+].[Na+]. (3) The reactants are: C[O:2][C:3]([C:5]1[CH:10]=[N:9][C:8]([N:11]2[CH2:15][CH2:14][CH2:13][CH2:12]2)=[C:7]([C:16]2[CH:21]=[CH:20][CH:19]=[CH:18][C:17]=2[Cl:22])[N:6]=1)=[O:4].[OH-].[Li+]. Given the product [Cl:22][C:17]1[CH:18]=[CH:19][CH:20]=[CH:21][C:16]=1[C:7]1[N:6]=[C:5]([C:3]([OH:4])=[O:2])[CH:10]=[N:9][C:8]=1[N:11]1[CH2:12][CH2:13][CH2:14][CH2:15]1, predict the reactants needed to synthesize it. (4) Given the product [CH3:12][O:11][C:8]1[CH:9]=[CH:10][C:5]([C:3]2[N:14]=[C:15]([NH2:17])[S:16][C:2]=2[CH3:13])=[CH:6][CH:7]=1, predict the reactants needed to synthesize it. The reactants are: Br[CH:2]([CH3:13])[C:3]([C:5]1[CH:10]=[CH:9][C:8]([O:11][CH3:12])=[CH:7][CH:6]=1)=O.[NH2:14][C:15]([NH2:17])=[S:16]. (5) Given the product [CH:11]([N:10]1[C:4]2[CH:3]=[C:2]([NH:41][C:39]3[CH:38]=[CH:37][N:36]=[C:35]([N:32]4[CH2:31][CH2:30][CH:29]([O:28][CH3:27])[CH2:34][CH2:33]4)[N:40]=3)[N:7]=[CH:6][C:5]=2[CH:8]=[C:9]1[C:14]1[CH:18]=[N:17][NH:16][CH:15]=1)([CH3:13])[CH3:12], predict the reactants needed to synthesize it. The reactants are: Br[C:2]1[N:7]=[CH:6][C:5]2[CH:8]=[C:9]([C:14]3[CH:15]=[N:16][N:17](COCC[Si](C)(C)C)[CH:18]=3)[N:10]([CH:11]([CH3:13])[CH3:12])[C:4]=2[CH:3]=1.[CH3:27][O:28][CH:29]1[CH2:34][CH2:33][N:32]([C:35]2[N:40]=[C:39]([NH2:41])[CH:38]=[CH:37][N:36]=2)[CH2:31][CH2:30]1.CC1(C)C2C(=C(P(C3C=CC=CC=3)C3C=CC=CC=3)C=CC=2)OC2C(P(C3C=CC=CC=3)C3C=CC=CC=3)=CC=CC1=2.C(=O)([O-])[O-].[Cs+].[Cs+]. (6) The reactants are: [F:1][C:2]([F:20])([F:19])[C:3]1[CH:8]=[CH:7][C:6]([C:9]2[CH:10]=[C:11]([S:15](Cl)(=[O:17])=[O:16])[CH:12]=[CH:13][CH:14]=2)=[CH:5][CH:4]=1.[NH2:21][C:22]1[CH:23]=[C:24]([C:28]2[NH:32][N:31]=[N:30][N:29]=2)[CH:25]=[CH:26][CH:27]=1. Given the product [NH:32]1[C:28]([C:24]2[CH:23]=[C:22]([NH:21][S:15]([C:11]3[CH:12]=[CH:13][CH:14]=[C:9]([C:6]4[CH:7]=[CH:8][C:3]([C:2]([F:20])([F:19])[F:1])=[CH:4][CH:5]=4)[CH:10]=3)(=[O:17])=[O:16])[CH:27]=[CH:26][CH:25]=2)=[N:29][N:30]=[N:31]1, predict the reactants needed to synthesize it. (7) Given the product [Cl:1][C:2]1[CH:7]=[CH:6][N:5]2[C:8]([C:24]3[CH:23]=[C:22]([NH:26][C:27]([NH:29][CH2:30][C:31]([F:32])([F:33])[F:34])=[O:28])[CH:21]=[CH:20][CH:25]=3)=[CH:9][N:10]=[C:4]2[CH:3]=1, predict the reactants needed to synthesize it. The reactants are: [Cl:1][C:2]1[CH:7]=[CH:6][N:5]2[C:8](I)=[CH:9][N:10]=[C:4]2[CH:3]=1.CC1(C)C(C)(C)OB([C:20]2[CH:21]=[C:22]([NH:26][C:27]([NH:29][CH2:30][C:31]([F:34])([F:33])[F:32])=[O:28])[CH:23]=[CH:24][CH:25]=2)O1.C([O-])([O-])=O.[Na+].[Na+].